This data is from Forward reaction prediction with 1.9M reactions from USPTO patents (1976-2016). The task is: Predict the product of the given reaction. The product is: [F:23][C:24]1[CH:29]=[CH:28][C:27]([CH:30]2[CH2:31][CH2:32][N:33]([C:2]3[NH:7][C:6](=[O:8])[C:5]4[CH:9]=[N:10][N:11]([CH3:12])[C:4]=4[CH:3]=3)[CH2:34][CH2:35]2)=[CH:26][CH:25]=1. Given the reactants Cl[C:2]1[NH:7][C:6](=[O:8])[C:5]2[CH:9]=[N:10][N:11]([CH3:12])[C:4]=2[CH:3]=1.CCN(C(C)C)C(C)C.Cl.[F:23][C:24]1[CH:29]=[CH:28][C:27]([CH:30]2[CH2:35][CH2:34][NH:33][CH2:32][CH2:31]2)=[CH:26][CH:25]=1, predict the reaction product.